This data is from Full USPTO retrosynthesis dataset with 1.9M reactions from patents (1976-2016). The task is: Predict the reactants needed to synthesize the given product. (1) Given the product [CH3:40][C:39]1[S:6][C:5]([C:7]2[C:16]3[C:11](=[CH:10][CH:19]=[C:25]([CH:33]=[O:34])[CH:15]=3)[C:12]([CH2:13][CH3:14])([CH2:21][CH3:22])[CH2:9][CH:8]=2)=[CH:42][CH:38]=1, predict the reactants needed to synthesize it. The reactants are: CC1[S:6][C:5]([C:7]2[C:16]3[C:11](=[CH:12][CH:13]=[C:14](Br)[CH:15]=3)[C:10]([CH3:19])(C)[CH2:9][CH:8]=2)=CC=1.[Li][C:21](C)(C)[CH3:22].[CH3:25]CCCC.CN([CH:33]=[O:34])C.C(=O)=O.[CH2:38]1[CH2:42]O[CH2:40][CH2:39]1. (2) Given the product [CH3:1][O:2][C:3]1[CH:4]=[C:5]2[C:10](=[CH:11][C:12]=1[O:13][CH3:14])[CH:9]([CH2:15][CH2:16][C:17]1[CH:22]=[CH:21][C:20]([C:23]([F:24])([F:26])[F:25])=[CH:19][CH:18]=1)[N:8]([CH:27]([C:31]1[CH:32]=[CH:33][CH:34]=[CH:35][CH:36]=1)[C:28]([NH2:38])=[O:29])[CH2:7][CH2:6]2, predict the reactants needed to synthesize it. The reactants are: [CH3:1][O:2][C:3]1[CH:4]=[C:5]2[C:10](=[CH:11][C:12]=1[O:13][CH3:14])[CH:9]([CH2:15][CH2:16][C:17]1[CH:22]=[CH:21][C:20]([C:23]([F:26])([F:25])[F:24])=[CH:19][CH:18]=1)[N:8]([CH:27]([C:31]1[CH:36]=[CH:35][CH:34]=[CH:33][CH:32]=1)[C:28](O)=[O:29])[CH2:7][CH2:6]2.[Br-].[NH4+:38]. (3) Given the product [C:49]([O:48][C:46]([N:16]1[CH2:15][CH:14]([CH:12]([C:9]2[CH:10]=[C:11]3[C:6](=[CH:7][CH:8]=2)[N:5]=[C:4]([O:22][CH3:23])[C:3]([CH2:24][C:25]2[CH:26]=[CH:27][C:28]([C:31]([F:33])([F:34])[F:32])=[CH:29][CH:30]=2)=[C:2]3[Cl:1])[OH:13])[CH2:19]1)=[O:47])([CH3:52])([CH3:51])[CH3:50], predict the reactants needed to synthesize it. The reactants are: [Cl:1][C:2]1[C:11]2[C:6](=[CH:7][CH:8]=[C:9]([CH:12]([C:14]3[C:15](C)=[N:16]C(C)=C[CH:19]=3)[OH:13])[CH:10]=2)[N:5]=[C:4]([O:22][CH3:23])[C:3]=1[CH2:24][C:25]1[CH:30]=[CH:29][C:28]([C:31]([F:34])([F:33])[F:32])=[CH:27][CH:26]=1.[Li]CCCC.C(C1CN([C:46]([O:48][C:49]([CH3:52])([CH3:51])[CH3:50])=[O:47])C1)=O.